From a dataset of Full USPTO retrosynthesis dataset with 1.9M reactions from patents (1976-2016). Predict the reactants needed to synthesize the given product. (1) Given the product [NH2:22][C:18]1[CH:17]=[C:16]([CH:21]=[CH:20][CH:19]=1)[O:15][CH2:14][C:13]([NH:12][C:7]1[CH:8]=[C:9]([Cl:11])[CH:10]=[C:5]([Cl:4])[CH:6]=1)=[O:25], predict the reactants needed to synthesize it. The reactants are: O.NN.[Cl:4][C:5]1[CH:6]=[C:7]([NH:12][C:13](=[O:25])[CH2:14][O:15][C:16]2[CH:21]=[CH:20][CH:19]=[C:18]([N+:22]([O-])=O)[CH:17]=2)[CH:8]=[C:9]([Cl:11])[CH:10]=1. (2) The reactants are: [OH:1][CH2:2][C:3]1[S:11][C:10]2[CH:9]=[N:8][C:7]([N:12](CO)[C:13]3[CH:18]=[C:17]([CH3:19])[C:16]([N:20]4[CH2:25][CH2:24][N:23]([CH3:26])[CH2:22][CH2:21]4)=[CH:15][C:14]=3[O:27][CH:28]([CH3:30])[CH3:29])=[N:6][C:5]=2[C:4]=1[C:33]1[C:34]([O:40][CH3:41])=[N:35][C:36]([CH3:39])=[CH:37][CH:38]=1.C(OC(C)C)(C)C.CCCCC. Given the product [CH3:41][O:40][C:34]1[C:33]([C:4]2[C:5]3[N:6]=[C:7]([NH:12][C:13]4[CH:18]=[C:17]([CH3:19])[C:16]([N:20]5[CH2:25][CH2:24][N:23]([CH3:26])[CH2:22][CH2:21]5)=[CH:15][C:14]=4[O:27][CH:28]([CH3:29])[CH3:30])[N:8]=[CH:9][C:10]=3[S:11][C:3]=2[CH2:2][OH:1])=[CH:38][CH:37]=[C:36]([CH3:39])[N:35]=1, predict the reactants needed to synthesize it. (3) Given the product [NH2:15][C:11]1[CH:10]=[C:9]2[C:14](=[CH:13][CH:12]=1)[N:5]([CH2:4][CH2:3][CH2:2][N:5]([CH2:6][CH3:7])[CH2:4][CH3:3])[C:6](=[O:18])[CH2:7][CH2:8]2, predict the reactants needed to synthesize it. The reactants are: Cl[CH2:2][CH2:3][CH2:4][N:5]1[C:14]2[C:9](=[CH:10][C:11]([N+:15]([O-])=O)=[CH:12][CH:13]=2)[CH2:8][CH2:7][C:6]1=[O:18].O.NN.